From a dataset of Catalyst prediction with 721,799 reactions and 888 catalyst types from USPTO. Predict which catalyst facilitates the given reaction. Reactant: [OH:1][C@H:2]1[CH2:6][CH2:5][N:4]([C:7]([O:9][C:10]([CH3:13])([CH3:12])[CH3:11])=[O:8])[C@@H:3]1[CH2:14][OH:15].C([Sn](CCCC)=O)CCC.[CH3:26][S:27](Cl)(=[O:29])=[O:28]. Product: [C:10]([O:9][C:7]([N:4]1[CH2:5][CH2:6][C@H:2]([OH:1])[C@H:3]1[CH2:14][O:15][S:27]([CH3:26])(=[O:29])=[O:28])=[O:8])([CH3:11])([CH3:12])[CH3:13]. The catalyst class is: 11.